Dataset: Full USPTO retrosynthesis dataset with 1.9M reactions from patents (1976-2016). Task: Predict the reactants needed to synthesize the given product. (1) The reactants are: [NH2:1][CH2:2][CH2:3][CH2:4][NH2:5].[OH-].[Na+].Cl[CH2:9][CH2:10][N:11]1[CH2:16][CH2:15][NH:14][CH2:13][CH2:12]1. Given the product [N:11]1([CH2:10][CH2:9][NH:1][CH2:2][CH2:3][CH2:4][NH:5][CH2:9][CH2:10][N:11]2[CH2:16][CH2:15][NH:14][CH2:13][CH2:12]2)[CH2:16][CH2:15][NH:14][CH2:13][CH2:12]1, predict the reactants needed to synthesize it. (2) Given the product [F:15][C:16]([F:29])([F:28])[S:17]([O:3][C:4]1[CH2:9][CH2:8][CH2:7][CH2:6][C:5]=1[C:10]([O:12][CH2:13][CH3:14])=[O:11])(=[O:19])=[O:18], predict the reactants needed to synthesize it. The reactants are: [H-].[Na+].[O:3]=[C:4]1[CH2:9][CH2:8][CH2:7][CH2:6][CH:5]1[C:10]([O:12][CH2:13][CH3:14])=[O:11].[F:15][C:16]([F:29])([F:28])[S:17](O[S:17]([C:16]([F:29])([F:28])[F:15])(=[O:19])=[O:18])(=[O:19])=[O:18]. (3) Given the product [Cl:1][C:2]1[C:3]([F:30])=[C:4]([CH2:5][N:49]2[CH2:54][CH2:53][O:52][CH2:51][CH2:50]2)[C:7]([O:28][CH3:29])=[C:8]([CH:10]([NH:12][C:13]2[N:21]=[CH:20][N:19]=[C:18]3[C:14]=2[N:15]=[CH:16][NH:17]3)[CH3:11])[CH:9]=1, predict the reactants needed to synthesize it. The reactants are: [Cl:1][C:2]1[C:3]([F:30])=[C:4]([C:7]([O:28][CH3:29])=[C:8]([CH:10]([NH:12][C:13]2[N:21]=[CH:20][N:19]=[C:18]3[C:14]=2[N:15]=[CH:16][N:17]3C2CCCCO2)[CH3:11])[CH:9]=1)[CH:5]=O.C(O[BH-](OC(=O)C)OC(=O)C)(=O)C.[Na+].C(O)(=O)C.[NH:49]1[CH2:54][CH2:53][O:52][CH2:51][CH2:50]1.C([BH3-])#N.[Na+].FC(F)(F)C(O)=O.C1COCC1.Cl.O.